This data is from Full USPTO retrosynthesis dataset with 1.9M reactions from patents (1976-2016). The task is: Predict the reactants needed to synthesize the given product. (1) Given the product [NH2:33][C:34]1[N:39]=[C:38]([NH:40][CH2:41][CH2:42][NH:43][C:44]2[N:49]=[C:48]([C:50]3[CH:55]=[CH:54][C:53]([Cl:56])=[CH:52][C:51]=3[Cl:57])[C:47]([N:58]3[C:62](=[O:63])[CH2:61][CH:60]([N:10]([CH3:11])[CH3:9])[C:59]3=[O:64])=[CH:46][N:45]=2)[CH:37]=[CH:36][C:35]=1[N+:65]([O-:67])=[O:66], predict the reactants needed to synthesize it. The reactants are: C(C1C=CC([C:9]2C(C(N(C)C)=O)=CN=[C:11](NCCNC3C=CC([N+]([O-])=O)=CN=3)[N:10]=2)=CC=1)#N.[NH2:33][C:34]1[N:39]=[C:38]([NH:40][CH2:41][CH2:42][NH:43][C:44]2[N:49]=[C:48]([C:50]3[CH:55]=[CH:54][C:53]([Cl:56])=[CH:52][C:51]=3[Cl:57])[C:47]([N:58]3[C:62](=[O:63])[CH:61]=[CH:60][C:59]3=[O:64])=[CH:46][N:45]=2)[CH:37]=[CH:36][C:35]=1[N+:65]([O-:67])=[O:66]. (2) Given the product [CH:29]1([C:26]2[CH:27]=[CH:28][C:23]([O:22][CH:19]3[CH2:18][CH2:17][N:16]([C:14]([C:11]4[CH:10]=[CH:9][C:8]([N:1]5[CH2:5][CH2:4][CH2:3][C:2]5=[O:6])=[N:13][CH:12]=4)=[O:15])[CH2:21][CH2:20]3)=[CH:24][CH:25]=2)[CH2:30][CH2:31]1, predict the reactants needed to synthesize it. The reactants are: [NH:1]1[CH2:5][CH2:4][CH2:3][C:2]1=[O:6].Br[C:8]1[N:13]=[CH:12][C:11]([C:14]([N:16]2[CH2:21][CH2:20][CH:19]([O:22][C:23]3[CH:28]=[CH:27][C:26]([CH:29]4[CH2:31][CH2:30]4)=[CH:25][CH:24]=3)[CH2:18][CH2:17]2)=[O:15])=[CH:10][CH:9]=1. (3) Given the product [CH3:1][O:2][CH:3]([O:33][C:34]([C:49]1[CH:54]=[CH:53][CH:52]=[CH:51][CH:50]=1)([C:41]1[CH:46]=[CH:45][C:44]([O:47][CH3:48])=[CH:43][CH:42]=1)[C:35]1[CH:40]=[CH:39][CH:38]=[CH:37][CH:36]=1)[CH2:4][CH2:5][CH2:6][NH:7][C:8](=[O:32])[CH2:9][NH:10][C:11](=[O:31])[CH2:12][NH2:13], predict the reactants needed to synthesize it. The reactants are: [CH3:1][O:2][CH:3]([O:33][C:34]([C:49]1[CH:54]=[CH:53][CH:52]=[CH:51][CH:50]=1)([C:41]1[CH:46]=[CH:45][C:44]([O:47][CH3:48])=[CH:43][CH:42]=1)[C:35]1[CH:40]=[CH:39][CH:38]=[CH:37][CH:36]=1)[CH2:4][CH2:5][CH2:6][NH:7][C:8](=[O:32])[CH2:9][NH:10][C:11](=[O:31])[CH2:12][NH:13]C(OCC1C2C(=CC=CC=2)C2C1=CC=CC=2)=O.N1CCCCC1.